Task: Predict which catalyst facilitates the given reaction.. Dataset: Catalyst prediction with 721,799 reactions and 888 catalyst types from USPTO (1) Reactant: [F:1][C:2]1[CH:3]=[C:4]([C:9]2([OH:21])[CH2:13][CH2:12][N:11](C(OC(C)(C)C)=O)[CH2:10]2)[CH:5]=[C:6]([F:8])[CH:7]=1.FC(F)(F)C(O)=O. Product: [F:1][C:2]1[CH:3]=[C:4]([C:9]2([OH:21])[CH2:13][CH2:12][NH:11][CH2:10]2)[CH:5]=[C:6]([F:8])[CH:7]=1. The catalyst class is: 4. (2) Reactant: Br[C:2]1[CH:7]=[CH:6][C:5]([CH2:8]C#N)=[C:4]([F:11])[CH:3]=1.[Br:12][CH2:13][CH2:14]Cl.[OH-:16].[Na+].[CH2:18]([OH:21])CO. Product: [Br:12][C:13]1[CH:14]=[CH:8][C:5]([C:6]2([C:18]([OH:21])=[O:16])[CH2:7][CH2:2]2)=[C:4]([F:11])[CH:3]=1. The catalyst class is: 786. (3) Reactant: [NH2:1][C:2]1[CH:3]=[CH:4][C:5]([F:26])=[C:6]([C:8]2[C:17]3[C:12](=[CH:13][CH:14]=[C:15]([C:18]4[CH:19]=[N:20][N:21]([CH3:23])[CH:22]=4)[CH:16]=3)[C:11](=[O:24])[N:10]([CH3:25])[CH:9]=2)[CH:7]=1.[CH3:27][S:28](Cl)(=[O:30])=[O:29]. Product: [F:26][C:5]1[CH:4]=[CH:3][C:2]([NH:1][S:28]([CH3:27])(=[O:30])=[O:29])=[CH:7][C:6]=1[C:8]1[C:17]2[C:12](=[CH:13][CH:14]=[C:15]([C:18]3[CH:19]=[N:20][N:21]([CH3:23])[CH:22]=3)[CH:16]=2)[C:11](=[O:24])[N:10]([CH3:25])[CH:9]=1. The catalyst class is: 298. (4) Reactant: C(OC([N:11]1[CH2:16][CH2:15][C@H:14]([CH:17]2[CH2:19][CH2:18]2)[C@@H:13]([NH:20][P:21]([O:26][CH2:27][CH3:28])([O:23][CH2:24][CH3:25])=[O:22])[CH2:12]1)=O)C1C=CC=CC=1.N#N. Product: [CH2:24]([O:23][P:21]([NH:20][C@@H:13]1[C@@H:14]([CH:17]2[CH2:19][CH2:18]2)[CH2:15][CH2:16][NH:11][CH2:12]1)(=[O:22])[O:26][CH2:27][CH3:28])[CH3:25]. The catalyst class is: 19. (5) Reactant: [CH3:1][O:2][C:3]1[CH:4]=[C:5]([C:11]2[N:16]=[C:15](/[CH:17]=[CH:18]/[C:19]3[N:28]=[C:27]([N:29]([CH3:31])[CH3:30])[C:26]4[C:21](=[CH:22][CH:23]=[CH:24][CH:25]=4)[N:20]=3)[N:14]=[C:13]([N:32]3[CH2:36][CH2:35][CH:34]([OH:37])[CH2:33]3)[CH:12]=2)[CH:6]=[CH:7][C:8]=1[O:9][CH3:10].[H-].[Na+].Cl.[CH3:41][N:42]([CH3:46])[CH2:43][CH2:44]Cl. Product: [CH3:1][O:2][C:3]1[CH:4]=[C:5]([C:11]2[CH:12]=[C:13]([N:32]3[CH2:36][CH2:35][CH:34]([O:37][CH2:44][CH2:43][N:42]([CH3:46])[CH3:41])[CH2:33]3)[N:14]=[C:15](/[CH:17]=[CH:18]/[C:19]3[N:28]=[C:27]([N:29]([CH3:31])[CH3:30])[C:26]4[C:21](=[CH:22][CH:23]=[CH:24][CH:25]=4)[N:20]=3)[N:16]=2)[CH:6]=[CH:7][C:8]=1[O:9][CH3:10]. The catalyst class is: 9. (6) Reactant: CO[C:3]1[CH:8]=[CH:7][N:6]=[C:5]([NH:9][C:10]2[CH:11]=[C:12]([NH:17][C:18]([C:20]3[C:28]4[C:23](=[CH:24][CH:25]=[CH:26][CH:27]=4)[NH:22][N:21]=3)=[O:19])[CH:13]=[CH:14][C:15]=2[CH3:16])[N:4]=1.C[Si]([Cl:33])(C)C.[Na+].[I-].C([O-])([O-])=O.[Na+].[Na+].O=P(Cl)(Cl)Cl. Product: [Cl:33][C:3]1[CH:8]=[CH:7][N:6]=[C:5]([NH:9][C:10]2[CH:11]=[C:12]([NH:17][C:18]([C:20]3[C:28]4[C:23](=[CH:24][CH:25]=[CH:26][CH:27]=4)[NH:22][N:21]=3)=[O:19])[CH:13]=[CH:14][C:15]=2[CH3:16])[N:4]=1. The catalyst class is: 10. (7) Reactant: [C:12]([O:11][C:9](O[C:9]([O:11][C:12]([CH3:15])([CH3:14])[CH3:13])=[O:10])=[O:10])([CH3:15])([CH3:14])[CH3:13].[Cl:16][C:17]1[N:22]=[CH:21][C:20]([NH2:23])=[CH:19][CH:18]=1.O. Product: [Cl:16][C:17]1[N:22]=[CH:21][C:20]([NH:23][C:9](=[O:10])[O:11][C:12]([CH3:13])([CH3:14])[CH3:15])=[CH:19][CH:18]=1. The catalyst class is: 12.